Dataset: Full USPTO retrosynthesis dataset with 1.9M reactions from patents (1976-2016). Task: Predict the reactants needed to synthesize the given product. (1) Given the product [Br:1][C:2]1[CH:3]=[CH:4][C:5]([S:8]([CH3:9])=[O:12])=[N:6][CH:7]=1, predict the reactants needed to synthesize it. The reactants are: [Br:1][C:2]1[CH:3]=[CH:4][C:5]([S:8][CH3:9])=[N:6][CH:7]=1.C(OCC)(=[O:12])C. (2) Given the product [N:26]([C:2]1[N:7]=[C:6]([NH:8][CH2:9][CH2:10][CH2:11][NH:12][C:13]([C:15]2[CH:19]=[C:18]([C:20]3[CH:25]=[CH:24][CH:23]=[CH:22][CH:21]=3)[NH:17][N:16]=2)=[O:14])[CH:5]=[CH:4][N:3]=1)=[N+:27]=[N-:28], predict the reactants needed to synthesize it. The reactants are: Cl[C:2]1[N:7]=[C:6]([NH:8][CH2:9][CH2:10][CH2:11][NH:12][C:13]([C:15]2[CH:19]=[C:18]([C:20]3[CH:25]=[CH:24][CH:23]=[CH:22][CH:21]=3)[NH:17][N:16]=2)=[O:14])[CH:5]=[CH:4][N:3]=1.[N-:26]=[N+:27]=[N-:28].[Na+].